From a dataset of Reaction yield outcomes from USPTO patents with 853,638 reactions. Predict the reaction yield, written as a fraction of the theoretical maximum amount of product (1.0 means a 100% yield; for example, 0.34 means a 34% yield). (1) The reactants are [Br:1][C:2]1[CH:3]=[CH:4][C:5]2[O:9][C:8](=[S:10])[NH:7][C:6]=2[CH:11]=1.[C:12](=O)([O-])[O-].[K+].[K+].IC. The catalyst is CN(C=O)C.O. The product is [Br:1][C:2]1[CH:3]=[CH:4][C:5]2[O:9][C:8]([S:10][CH3:12])=[N:7][C:6]=2[CH:11]=1. The yield is 0.960. (2) The reactants are [CH2:1]([C:4]1[CH:9]=[CH:8][C:7]([C:10](=[O:12])[CH3:11])=[CH:6][C:5]=1[OH:13])[CH:2]=[CH2:3].O. The catalyst is C(Cl)Cl.[Cl-].[Zr+4].[Cl-].[Cl-].[Cl-]. The product is [CH3:3][CH:2]1[CH2:1][C:4]2[CH:9]=[CH:8][C:7]([C:10](=[O:12])[CH3:11])=[CH:6][C:5]=2[O:13]1. The yield is 0.190. (3) The reactants are [NH:1]1[C:9]2[C:4](=[CH:5][CH:6]=[CH:7][CH:8]=2)[C:3](=O)[C:2]1=[O:11].[CH3:12][C:13]1[CH:18]=[CH:17][C:16]([S:19]([N:22]=[C:23]2[NH:27][C:26](=[O:28])[CH2:25][S:24]2)(=[O:21])=[O:20])=[CH:15][CH:14]=1.C([O-])(=O)C.[Na+]. The catalyst is C(O)(=O)C. The product is [CH3:12][C:13]1[CH:18]=[CH:17][C:16]([S:19]([N:22]=[C:23]2[NH:27][C:26](=[O:28])[C:25](=[C:3]3[C:4]4[C:9](=[CH:8][CH:7]=[CH:6][CH:5]=4)[NH:1][C:2]3=[O:11])[S:24]2)(=[O:21])=[O:20])=[CH:15][CH:14]=1. The yield is 0.640.